From a dataset of Catalyst prediction with 721,799 reactions and 888 catalyst types from USPTO. Predict which catalyst facilitates the given reaction. (1) Reactant: [C:1]([C:3]1[C:12]2[C:7](=[C:8]([O:13][C:14]3[CH:19]=[CH:18][C:17]([Cl:20])=[CH:16][CH:15]=3)[CH:9]=[CH:10][CH:11]=2)[C:6]([OH:21])=[C:5]([C:22](OCC)=[O:23])[N:4]=1)#[N:2].[NH2:27][CH2:28][C:29]([OH:31])=[O:30].C[O-].[Na+].Cl. Product: [C:1]([C:3]1[C:12]2[C:7](=[C:8]([O:13][C:14]3[CH:15]=[CH:16][C:17]([Cl:20])=[CH:18][CH:19]=3)[CH:9]=[CH:10][CH:11]=2)[C:6]([OH:21])=[C:5]([C:22]([NH:27][CH2:28][C:29]([OH:31])=[O:30])=[O:23])[N:4]=1)#[N:2]. The catalyst class is: 5. (2) Reactant: [Cl:1][C:2]1[C:3]([C:10](Cl)=[O:11])=[N:4][C:5]([S:8][CH3:9])=[N:6][CH:7]=1.[NH3:13].O. Product: [Cl:1][C:2]1[C:3]([C:10]([NH2:13])=[O:11])=[N:4][C:5]([S:8][CH3:9])=[N:6][CH:7]=1. The catalyst class is: 169. (3) Reactant: [NH2:1][C:2]1[O:6][N:5]=[C:4]([C:7]2[CH:12]=[CH:11][CH:10]=[C:9]([C:13]([F:16])([F:15])[F:14])[CH:8]=2)[C:3]=1[C:17]([O-:19])=[O:18].[OH-].[Na+]. Product: [NH2:1][C:2]1[O:6][N:5]=[C:4]([C:7]2[CH:12]=[CH:11][CH:10]=[C:9]([C:13]([F:16])([F:15])[F:14])[CH:8]=2)[C:3]=1[C:17]([OH:19])=[O:18]. The catalyst class is: 5. (4) Reactant: CO[C:3]1[CH:8]=[CH:7][CH:6]=[CH:5][C:4]=1[CH2:9][C:10](=O)[CH3:11].[CH2:13]([NH2:20])[C:14]1[CH:19]=[CH:18][CH:17]=[CH:16][CH:15]=1.[CH:21](O)=[O:22]. Product: [CH2:13]([NH:20][C@H:10]([CH3:11])[CH2:9][C:4]1[CH:3]=[CH:8][C:7]([O:22][CH3:21])=[CH:6][CH:5]=1)[C:14]1[CH:19]=[CH:18][CH:17]=[CH:16][CH:15]=1. The catalyst class is: 5. (5) Reactant: C([O:4][CH2:5][C:6]1[CH:7]=[C:8]([CH:41]=[C:42]([CH2:44][O:45]C(=O)C)[CH:43]=1)[O:9][CH2:10][CH2:11][C:12]1([CH2:18][CH2:19][N:20]2[CH2:25][CH2:24][CH:23]([N:26]([C:34]3[CH:39]=[CH:38][C:37]([CH3:40])=[CH:36][CH:35]=3)[C:27]([C:29]3[O:30][CH:31]=[CH:32][CH:33]=3)=[O:28])[CH2:22][CH2:21]2)[CH2:17][CH2:16][CH2:15][CH2:14][CH2:13]1)(=O)C.C(=O)([O-])[O-].[K+].[K+]. Product: [OH:4][CH2:5][C:6]1[CH:7]=[C:8]([CH:41]=[C:42]([CH2:44][OH:45])[CH:43]=1)[O:9][CH2:10][CH2:11][C:12]1([CH2:18][CH2:19][N:20]2[CH2:25][CH2:24][CH:23]([N:26]([C:34]3[CH:39]=[CH:38][C:37]([CH3:40])=[CH:36][CH:35]=3)[C:27]([C:29]3[O:30][CH:31]=[CH:32][CH:33]=3)=[O:28])[CH2:22][CH2:21]2)[CH2:17][CH2:16][CH2:15][CH2:14][CH2:13]1. The catalyst class is: 5.